Dataset: Reaction yield outcomes from USPTO patents with 853,638 reactions. Task: Predict the reaction yield, written as a fraction of the theoretical maximum amount of product (1.0 means a 100% yield; for example, 0.34 means a 34% yield). (1) The reactants are [F:1][C:2]1[CH:7]=[CH:6][C:5]([N:8]([CH2:12][C:13]([CH3:15])=[CH2:14])[C:9](=[O:11])[CH3:10])=[CH:4][CH:3]=1.[Cl-].[Cl-].[Cl-].[Al+3].O. The catalyst is C(OCC)(=O)C. The product is [F:1][C:2]1[CH:3]=[C:4]2[C:5](=[CH:6][CH:7]=1)[N:8]([C:9](=[O:11])[CH3:10])[CH2:12][C:13]2([CH3:15])[CH3:14]. The yield is 1.00. (2) The reactants are [Cl:1][C:2]1[CH:3]=[C:4]2[C:8](=[CH:9][CH:10]=1)[NH:7][C:6]([S:11]([CH2:14][CH2:15][C:16]([N:18]([CH:20]1[CH2:25][CH2:24][N:23]([C:26]([O:28][C:29]([CH3:32])([CH3:31])[CH3:30])=[O:27])[CH2:22][CH2:21]1)[CH3:19])=[O:17])(=[O:13])=[O:12])=[CH:5]2.[H-].[Na+].[CH3:35]I. The catalyst is CN(C=O)C. The product is [Cl:1][C:2]1[CH:3]=[C:4]2[C:8](=[CH:9][CH:10]=1)[N:7]([CH3:35])[C:6]([S:11]([CH2:14][CH2:15][C:16]([N:18]([CH:20]1[CH2:25][CH2:24][N:23]([C:26]([O:28][C:29]([CH3:32])([CH3:31])[CH3:30])=[O:27])[CH2:22][CH2:21]1)[CH3:19])=[O:17])(=[O:12])=[O:13])=[CH:5]2. The yield is 0.900.